From a dataset of Forward reaction prediction with 1.9M reactions from USPTO patents (1976-2016). Predict the product of the given reaction. (1) Given the reactants [CH3:1][C:2]1[C:7]([O:8][C:9]2[CH:14]=[CH:13][N:12]=[C:11]([NH:15][C:16](=[O:18])[CH3:17])[CH:10]=2)=[CH:6][CH:5]=[C:4]([N+:19]([O-])=O)[N:3]=1, predict the reaction product. The product is: [NH2:19][C:4]1[N:3]=[C:2]([CH3:1])[C:7]([O:8][C:9]2[CH:14]=[CH:13][N:12]=[C:11]([NH:15][C:16](=[O:18])[CH3:17])[CH:10]=2)=[CH:6][CH:5]=1. (2) Given the reactants [C:1]([O:5][C:6](=[O:9])[CH2:7]Br)([CH3:4])([CH3:3])[CH3:2].[C:10]12(O)[CH2:19][CH:14]3[CH2:15][CH:16]([CH2:18][CH:12]([CH2:13]3)[CH2:11]1)[CH2:17]2.[OH2:21], predict the reaction product. The product is: [C:1]([O:5][C:6](=[O:9])[CH:7]([C:10]12[CH2:19][CH:14]3[CH2:15][CH:16]([CH2:18][CH:12]([CH2:13]3)[CH2:11]1)[CH2:17]2)[OH:21])([CH3:4])([CH3:3])[CH3:2]. (3) Given the reactants [CH3:1][O:2][CH2:3][CH2:4][N:5]1[C:13]2[C:8](=[C:9]([C:14]([F:17])([F:16])[F:15])[CH:10]=[CH:11][CH:12]=2)[CH:7]=[CH:6]1.[C:18](O[C:18]([C:20]([F:23])([F:22])[F:21])=[O:19])([C:20]([F:23])([F:22])[F:21])=[O:19], predict the reaction product. The product is: [F:21][C:20]([F:23])([F:22])[C:18]([C:7]1[C:8]2[C:13](=[CH:12][CH:11]=[CH:10][C:9]=2[C:14]([F:17])([F:15])[F:16])[N:5]([CH2:4][CH2:3][O:2][CH3:1])[CH:6]=1)=[O:19]. (4) Given the reactants [ClH:1].Cl.[NH2:3][C@@H:4]1[CH2:6][C@H:5]1[C:7]1[CH:8]=[C:9]([CH:19]=[CH:20][C:21]=1[CH3:22])[C:10]([NH:12][C:13]1[CH:14]=[N:15][N:16]([CH3:18])[CH:17]=1)=[O:11].C(=O)([O-])O.[Na+].[C:28]1(=O)[CH2:31][CH2:30][CH2:29]1, predict the reaction product. The product is: [ClH:1].[CH:28]1([NH:3][C@@H:4]2[CH2:6][C@H:5]2[C:7]2[CH:8]=[C:9]([CH:19]=[CH:20][C:21]=2[CH3:22])[C:10]([NH:12][C:13]2[CH:14]=[N:15][N:16]([CH3:18])[CH:17]=2)=[O:11])[CH2:31][CH2:30][CH2:29]1.